This data is from Full USPTO retrosynthesis dataset with 1.9M reactions from patents (1976-2016). The task is: Predict the reactants needed to synthesize the given product. (1) Given the product [O:1]=[C:2]1[C:8]2[CH:9]=[CH:10][CH:11]=[CH:12][C:7]=2[O:6][CH2:5][C@@H:4]2[CH2:13][CH2:14][C@H:15]([C:17]([OH:19])=[O:18])[CH2:16][N:3]12, predict the reactants needed to synthesize it. The reactants are: [O:1]=[C:2]1[C:8]2[CH:9]=[CH:10][CH:11]=[CH:12][C:7]=2[O:6][CH2:5][C@@H:4]2[CH2:13][CH2:14][C@H:15]([C:17]([O:19]C)=[O:18])[CH2:16][N:3]12.[Li+].[OH-]. (2) Given the product [O:10]1[CH:11]=[CH:12][CH:13]=[C:9]1[CH2:8][N:5]1[CH:1]=[N:3][N:4]=[C:6]1[SH:7], predict the reactants needed to synthesize it. The reactants are: [CH:1]([NH:3][NH2:4])=O.[N:5]([CH2:8][C:9]1[O:10][CH:11]=[CH:12][CH:13]=1)=[C:6]=[S:7].C(O)C.